Dataset: Human Reference Interactome with 51,813 positive PPI pairs across 8,248 proteins, plus equal number of experimentally-validated negative pairs. Task: Binary Classification. Given two protein amino acid sequences, predict whether they physically interact or not. (1) Protein 1 (ENSG00000165983) has sequence MSSLSGKVQTVLGLVEPSKLGRTLTHEHLAMTFDCCYCPPPPCQEAISKEPIVMKNLYWIQKNAYSHKENLQLNQETEAIKEELLYFKANGGGALVENTTTGISRDTQTLKRLAEETGVHIISGAGFYVDATHSSETRAMSVEQLTDVLMNEILHGADGTSIKCGIIGEIGCSWPLTESERKVLQATAHAQAQLGCPVIIHPGRSSRAPFQIIRILQEAGADISKTVMSHLDRVRLLVEEGCEDRILVAHDIHTKTRLMKYGGHGYSHILTNVVPKMLLRGITENVLDKILIENPKQWLT.... Protein 2 (ENSG00000099256) has sequence MAGSSEEAPDYGRGVVIMDDWPGYDLNLFTYPQHYYGDLEYVLIPHGIIVDRIERLAKDIMKDIGYSDIMVLCVLKGGYKFCADLVEHLKNISRNSDRFVSMKVDFIRLKSYRNDQSMGEMQIIGGDDLSTLAGKNVLIVEDVVGTGRTMKALLSNIEKYKPNMIKVASLLVKRTSRSDGFRPDYAGFEIPNLFVVGYALDYNEYFRDLNHICVINEHGKEKYRV*MAGSSEEAPDYGRGVVIMDDWPGYDLNLFTYPQHYYGDLEYVLIPHGIIVDRIERLAKDIMKDIGYSDIMVLCV.... Result: 0 (the proteins do not interact). (2) Protein 1 (ENSG00000154065) has sequence MCRMSFKKETPLANAAFWAARRGNLALLKLLLNSGRVDVDCRDSHGTTLLMVAAYAGHIDCVRELVLQGADINLQRESGTTALFFAAQQGHNDVVRFLFGFGASTEFRTKDGGTALLAASQYGHMQVVETLLKHGANIHDQLYDGATALFLAAQGGYLDVIRLLLASGAKVNQPRQDGTAPLWIASQMGHSEVVRVMLLRGADRDAARNDGTTALLKAANKGYNDVIKELLKFSPTLGILKANELPAELTKNERILRLLRSKEGPRKS*MCRMSFKKETPLANAAFWAARRGNLALLKLL.... Protein 2 (ENSG00000272047) has sequence MVNVLKGVLIECDPAMKQFLLYLDESNALGKKFIIQDIDDTHVFVIAELVNVLQERVGELMDQNAFSLTQK*MVNVLKGVLIEWLECNGVISAHYTPHLLGSSDSPSSAS*. Result: 1 (the proteins interact). (3) Protein 1 (ENSG00000142789) has sequence MMLRLLSSLLLVAVASGYGPPSSHSSSRVVHGEDAVPYSWPWQVSLQYEKSGSFYHTCGGSLIAPDWVVTAGHCISRDLTYQVVLGEYNLAVKEGPEQVIPINSEELFVHPLWNRSCVACGNDIALIKLSRSAQLGDAVQLASLPPAGDILPNKTPCYITGWGRLYTNGPLPDKLQQARLPVVDYKHCSRWNWWGSTVKKTMVCAGGYIRSGCNGDSGGPLNCPTEDGGWQVHGVTSFVSAFGCNFIWKPTVFTRVSAFIDWIEETIASH*WWGSTVKKTMVCAGGYIRSGCNGDSGGPL.... Protein 2 (ENSG00000160410) has sequence MAAAATAAEGVPSRGPPGEVIHLNVGGKRFSTSRQTLTWIPDSFFSSLLSGRISTLKDETGAIFIDRDPTVFAPILNFLRTKELDPRGVHGSSLLHEAQFYGLTPLVRRLQLREELDRSSCGNVLFNGYLPPPVFPVKRRNRHSLVGPQQLGGRPAPVRRSNTMPPNLGNAGLLGRMLDEKTPPSPSGQPEEPGMVRLVCGHHNWIAVAYTQFLVCYRLKEASGWQLVFSSPRLDWPIERLALTARVHGGALGEHDKMVAAATGSEILLWALQAEGGGSEIGVFHLGVPVEALFFVGNQL.... Result: 0 (the proteins do not interact). (4) Protein 1 (ENSG00000101966) has sequence MTFNSFEGSKTCVPADINKEEEFVEEFNRLKTFANFPSGSPVSASTLARAGFLYTGEGDTVRCFSCHAAVDRWQYGDSAVGRHRKVSPNCRFINGFYLENSATQSTNSGIQNGQYKVENYLGSRDHFALDRPSETHADYLLRTGQVVDISDTIYPRNPAMYSEEARLKSFQNWPDYAHLTPRELASAGLYYTGIGDQVQCFCCGGKLKNWEPCDRAWSEHRRHFPNCFFVLGRNLNIRSESDAVSSDRNFPNSTNLPRNPSMADYEARIFTFGTWIYSVNKEQLARAGFYALGEGDKVKC.... Protein 2 (ENSG00000127314) has sequence MREYKLVVLGSGGVGKSALTVQFVQGIFVEKYDPTIEDSYRKQVEVDAQQCMLEILDTAGTEQFTAMRDLYMKNGQGFALVYSITAQSTFNDLQDLREQILRVKDTDDVPMILVGNKCDLEDERVVGKEQGQNLARQWNNCAFLESSAKSKINVNEIFYDLVRQINRKTPVPGKARKKSSCQLL*MRDLYMKNGQGFALVYSITAQSTFNDLQDLREQILRVKDTDDVPMILVGNKCDLEDERVVGKEQGQNLARQWNNCAFLESSAKSKINVNEIFYDLVRQINRKTPVPGKARKKSSC.... Result: 0 (the proteins do not interact). (5) Protein 1 (ENSG00000233608) has sequence MEEGSSSPVSPVDSLGTSEEELERQPKRFGRKRRYSKKSSEDGSPTPGKRGKKGSPSAQSFEELQSQRILANVRERQRTQSLNEAFAALRKIIPTLPSDKLSKIQTLKLAARYIDFLYQVLQSDEMDNKMTSCSYVAHERLSYAFSVWRMEGAWSMSASH*. Protein 2 (ENSG00000134138) has sequence MAQRYDELPHYGGMDGVGVPASMYGDPHAPRPIPPVHHLNHGPPLHATQHYGAHAPHPNVMPASMGSAVNDALKRDKDAIYGHPLFPLLALVFEKCELATCTPREPGVAGGDVCSSDSFNEDIAVFAKQVRAEKPLFSSNPELDNLMIQAIQVLRFHLLELEKVHELCDNFCHRYISCLKGKMPIDLVIDERDGSSKSDHEELSGSSTNLADHNPSSWRDHDDATSTHSAGTPGPSSGGHASQSGDNSSEQGDGLDNSVASPGTGDDDDPDKDKKRQKKRGIFPKVATNIMRAWLFQHLT.... Result: 0 (the proteins do not interact). (6) Protein 1 (ENSG00000156097) has sequence MESSPIPQSSGNSSTLGRVPQTPGPSTASGVPEVGLRDVASESVALFFMLLLDLTAVAGNAAVMAVIAKTPALRKFVFVFHLCLVDLLAALTLMPLAMLSSSALFDHALFGEVACRLYLFLSVCFVSLAILSVSAINVERYYYVVHPMRYEVRMTLGLVASVLVGVWVKALAMASVPVLGRVSWEEGAPSVPPGCSLQWSHSAYCQLFVVVFAVLYFLLPLLLILVVYCSMFRVARVAAMQHGPLPTWMETPRQRSESLSSRSTMVTSSGAPQTTPHRTFGGGKAAVVLLAVGGQFLLCW.... Protein 2 (ENSG00000176024) has sequence MIKSQESLTLEDVAVEFTWEEWQLLGPAQKDLYRDVMLENYSNLVSVGYQASKPDALFKLEQGEPWTVENEIHSQICPEIKKVDNHLQMHSQKQRCLKRVEQCHKHNAFGNIIHQRKSDFPLRQNHDTFDLHGKILKSNLSLVNQNKRYEIKNSVGVNGDGKSFLHAKHEQFHNEMNFPEGGNSVNTNSQFIKHQRTQNIDKPHVCTECGKAFLKKSRLIYHQRVHTGEKPHGCSICGKAFSRKSGLTEHQRNHTGEKPYECTECDKAFRWKSQLNAHQKIHTGEKSYICSDCGKGFIKK.... Result: 0 (the proteins do not interact).